Predict the product of the given reaction. From a dataset of Forward reaction prediction with 1.9M reactions from USPTO patents (1976-2016). (1) The product is: [CH3:1][O:2][N:3]([CH:4]([C@@H:6]1[CH2:8][C@H:7]1[C:9]1[C:13]([Cl:14])=[C:12]([Cl:15])[S:11][C:10]=1[Cl:16])[CH3:5])[C:30]([C:28]1[C:27]([C:33]([F:36])([F:35])[F:34])=[N:26][N:25]([CH3:24])[CH:29]=1)=[O:31]. Given the reactants [CH3:1][O:2][NH:3][CH:4]([C@@H:6]1[CH2:8][C@H:7]1[C:9]1[C:13]([Cl:14])=[C:12]([Cl:15])[S:11][C:10]=1[Cl:16])[CH3:5].C(N(CC)CC)C.[CH3:24][N:25]1[CH:29]=[C:28]([C:30](Cl)=[O:31])[C:27]([C:33]([F:36])([F:35])[F:34])=[N:26]1, predict the reaction product. (2) Given the reactants C([S:20][CH2:21][CH2:22][C:23]([O:25][CH2:26][CH2:27][CH2:28][CH2:29][CH2:30][CH2:31][CH2:32][CH2:33][CH2:34][CH2:35][CH2:36][O:37][C:38]1[CH:43]=[CH:42][C:41]([CH3:44])=[CH:40][CH:39]=1)=[O:24])(C1C=CC=CC=1)(C1C=CC=CC=1)C1C=CC=CC=1.C([SiH](CC)CC)C, predict the reaction product. The product is: [SH:20][CH2:21][CH2:22][C:23]([O:25][CH2:26][CH2:27][CH2:28][CH2:29][CH2:30][CH2:31][CH2:32][CH2:33][CH2:34][CH2:35][CH2:36][O:37][C:38]1[CH:39]=[CH:40][C:41]([CH3:44])=[CH:42][CH:43]=1)=[O:24]. (3) The product is: [C:1]([O:5][C:6]([N:8]1[CH2:13][CH2:12][CH:11]([NH:18][C:17]2[CH:19]=[CH:20][CH:21]=[CH:22][C:16]=2[Cl:15])[CH2:10][CH2:9]1)=[O:7])([CH3:4])([CH3:3])[CH3:2]. Given the reactants [C:1]([O:5][C:6]([N:8]1[CH2:13][CH2:12][C:11](=O)[CH2:10][CH2:9]1)=[O:7])([CH3:4])([CH3:3])[CH3:2].[Cl:15][C:16]1[CH:22]=[CH:21][CH:20]=[CH:19][C:17]=1[NH2:18].C(O)(=O)C.C(O[BH-](OC(=O)C)OC(=O)C)(=O)C.[Na+].[OH-].[Na+], predict the reaction product. (4) Given the reactants [C:1]([CH:4]1[CH2:9][CH2:8][N:7]([C:10]2[N:19]=[C:18]([NH:20][CH2:21][C:22]3[CH:27]=[CH:26][C:25]4[O:28][CH2:29][O:30][C:24]=4[CH:23]=3)[C:17]3[C:12](=[CH:13][CH:14]=[C:15]([Cl:31])[CH:16]=3)[N:11]=2)[CH2:6][CH2:5]1)([OH:3])=[O:2].[CH3:32][S:33]([OH:36])(=[O:35])=[O:34], predict the reaction product. The product is: [CH3:32][S:33]([OH:36])(=[O:35])=[O:34].[C:1]([CH:4]1[CH2:9][CH2:8][N:7]([C:10]2[N:19]=[C:18]([NH:20][CH2:21][C:22]3[CH:27]=[CH:26][C:25]4[O:28][CH2:29][O:30][C:24]=4[CH:23]=3)[C:17]3[C:12](=[CH:13][CH:14]=[C:15]([Cl:31])[CH:16]=3)[N:11]=2)[CH2:6][CH2:5]1)([OH:3])=[O:2]. (5) Given the reactants [CH2:1]([O:4][CH2:5][C@H:6]([CH2:22][CH:23]=[CH2:24])[CH2:7][C@H:8]1[CH2:12][O:11][C:10]([CH3:14])([CH3:13])[N:9]1[C:15]([O:17][C:18]([CH3:21])([CH3:20])[CH3:19])=[O:16])C=C, predict the reaction product. The product is: [CH3:14][C:10]1([CH3:13])[N:9]([C:15]([O:17][C:18]([CH3:21])([CH3:19])[CH3:20])=[O:16])[C@@H:8]([CH2:7][C@H:6]2[CH2:22][CH:23]=[CH:24][CH2:1][O:4][CH2:5]2)[CH2:12][O:11]1. (6) The product is: [CH3:16][C:13]1[CH:14]=[CH:15][C:10]([C:8]#[C:9][C:2]2[CH:3]=[N:4][CH:5]=[CH:6][CH:7]=2)=[C:11]([N+:17]([O-:19])=[O:18])[CH:12]=1. Given the reactants Br[C:2]1[CH:3]=[N:4][CH:5]=[CH:6][CH:7]=1.[C:8]([C:10]1[CH:15]=[CH:14][C:13]([CH3:16])=[CH:12][C:11]=1[N+:17]([O-:19])=[O:18])#[CH:9], predict the reaction product. (7) Given the reactants [CH3:1][N:2]([S:15]([C:18]1[S:19][CH:20]=[CH:21][CH:22]=1)(=[O:17])=[O:16])[C:3]1[CH:4]=[CH:5][CH:6]=[C:7]2[C:11]=1[NH:10][C:9]([C:12]([OH:14])=O)=[CH:8]2.[CH2:23]([S:30][C:31]1([CH2:37][NH2:38])[CH2:36][CH2:35][O:34][CH2:33][CH2:32]1)[C:24]1[CH:29]=[CH:28][CH:27]=[CH:26][CH:25]=1.N1(O)C2C=CC=CC=2N=N1.Cl.CN(C)CCCN=C=NCC.C(=O)([O-])O.[Na+], predict the reaction product. The product is: [CH2:23]([S:30][C:31]1([CH2:37][NH:38][C:12]([C:9]2[NH:10][C:11]3[C:7]([CH:8]=2)=[CH:6][CH:5]=[CH:4][C:3]=3[N:2]([CH3:1])[S:15]([C:18]2[S:19][CH:20]=[CH:21][CH:22]=2)(=[O:16])=[O:17])=[O:14])[CH2:36][CH2:35][O:34][CH2:33][CH2:32]1)[C:24]1[CH:25]=[CH:26][CH:27]=[CH:28][CH:29]=1. (8) The product is: [CH2:4]([C:11]1[CH:12]=[C:13]([C:16]([OH:18])=[O:17])[S:14][CH:15]=1)[CH2:5][CH2:6][CH2:7][CH2:8][CH2:9][CH3:10]. Given the reactants O.[OH-].[Li+].[CH2:4]([C:11]1[CH:12]=[C:13]([C:16]([O:18]CC)=[O:17])[S:14][CH:15]=1)[CH2:5][CH2:6][CH2:7][CH2:8][CH2:9][CH3:10], predict the reaction product.